Dataset: Forward reaction prediction with 1.9M reactions from USPTO patents (1976-2016). Task: Predict the product of the given reaction. (1) The product is: [F:50][C:47]1[C:48]2[CH:49]=[C:41]3[C:40]4[N:53]=[C:36]([C:11]5[C:12]([N:14]([CH3:19])[S:15]([CH3:18])(=[O:16])=[O:17])=[CH:13][C:8]6[O:7][C:6]([N:29]7[CH2:34][CH2:33][O:32][CH2:31][CH2:30]7)=[C:5]([C:3]([NH:2][CH3:1])=[O:4])[C:9]=6[CH:10]=5)[CH:37]=[CH:38][C:39]=4[O:52][CH2:51][N:42]3[C:43]=2[CH:44]=[CH:45][CH:46]=1. Given the reactants [CH3:1][NH:2][C:3]([C:5]1[C:9]2[CH:10]=[C:11](B3OC(C)(C)C(C)(C)O3)[C:12]([N:14]([CH3:19])[S:15]([CH3:18])(=[O:17])=[O:16])=[CH:13][C:8]=2[O:7][C:6]=1[N:29]1[CH2:34][CH2:33][O:32][CH2:31][CH2:30]1)=[O:4].Cl[C:36]1[CH:37]=[CH:38][C:39]2[O:52][CH2:51][N:42]3[C:43]4[CH:44]=[CH:45][CH:46]=[C:47]([F:50])[C:48]=4[CH:49]=[C:41]3[C:40]=2[N:53]=1.C([O-])([O-])=O.[Na+].[Na+], predict the reaction product. (2) The product is: [ClH:34].[NH2:7][CH2:8][C@@H:9]1[CH2:11][C@H:10]1[C:12]1[CH:13]=[C:14]([NH:18][CH2:19][C:20]2[CH:25]=[CH:24][CH:23]=[CH:22][CH:21]=2)[CH:15]=[CH:16][CH:17]=1. Given the reactants C(OC(=O)[NH:7][CH2:8][C@@H:9]1[CH2:11][C@H:10]1[C:12]1[CH:17]=[CH:16][CH:15]=[C:14]([NH:18][CH2:19][C:20]2[CH:25]=[CH:24][CH:23]=[CH:22][CH:21]=2)[CH:13]=1)(C)(C)C.C(O)(C(F)(F)F)=O.[ClH:34].CCOCC, predict the reaction product. (3) Given the reactants Br[C:2]1[CH:28]=[C:5]2[CH2:6][N:7]([C:10]([O:12][CH2:13][C:14]3[CH:19]=[C:18]([C:20]([F:23])([F:22])[F:21])[CH:17]=[C:16]([C:24]([F:27])([F:26])[F:25])[CH:15]=3)=[O:11])[CH2:8][CH2:9][N:4]2[N:3]=1.[CH3:29][N:30]1[CH2:35][CH2:34][NH:33][CH2:32][CH2:31]1, predict the reaction product. The product is: [CH3:29][N:30]1[CH2:35][CH2:34][N:33]([C:2]2[CH:28]=[C:5]3[CH2:6][N:7]([C:10]([O:12][CH2:13][C:14]4[CH:19]=[C:18]([C:20]([F:23])([F:22])[F:21])[CH:17]=[C:16]([C:24]([F:27])([F:26])[F:25])[CH:15]=4)=[O:11])[CH2:8][CH2:9][N:4]3[N:3]=2)[CH2:32][CH2:31]1. (4) Given the reactants [C:1](N1C=CN=C1)(N1C=CN=C1)=[O:2].[NH2:13][C:14]1[CH:15]=[C:16]([CH:21]=[CH:22][C:23]=1[NH2:24])[C:17]([O:19][CH3:20])=[O:18].O, predict the reaction product. The product is: [CH3:20][O:19][C:17]([C:16]1[CH:21]=[CH:22][C:23]2[NH:24][C:1](=[O:2])[NH:13][C:14]=2[CH:15]=1)=[O:18]. (5) Given the reactants [N:1]1([C:8]2C=N[CH:11]=[C:10]3[O:14][CH:15]=[CH:16][C:9]=23)[CH2:7][CH2:6][CH2:5][NH:4][CH2:3][CH2:2]1.[CH2:17]([N:19](CC)CC)C.[N:24]1([C:30](Cl)=[O:31])[CH2:29][CH2:28][O:27][CH2:26][CH2:25]1, predict the reaction product. The product is: [O:14]1[C:10]2[CH:11]=[CH:17][N:19]=[C:8]([N:1]3[CH2:7][CH2:6][CH2:5][N:4]([C:30]([N:24]4[CH2:29][CH2:28][O:27][CH2:26][CH2:25]4)=[O:31])[CH2:3][CH2:2]3)[C:9]=2[CH:16]=[CH:15]1. (6) Given the reactants [CH:1]1([CH2:4][CH2:5][OH:6])[CH2:3][CH2:2]1.[H-].[Na+].[F:9][C:10]1[CH:22]=[C:21](F)[C:20]([F:24])=[CH:19][C:11]=1[C:12]([NH:14][S:15]([CH3:18])(=[O:17])=[O:16])=[O:13], predict the reaction product. The product is: [CH:1]1([CH2:4][CH2:5][O:6][C:21]2[C:20]([F:24])=[CH:19][C:11]([C:12]([NH:14][S:15]([CH3:18])(=[O:17])=[O:16])=[O:13])=[C:10]([F:9])[CH:22]=2)[CH2:3][CH2:2]1. (7) Given the reactants [F:1][C:2]1[CH:9]=[CH:8][CH:7]=[CH:6][C:3]=1[CH:4]=O.[O:10]=[C:11]([CH:13](P(=O)(OCC)OCC)[CH2:14][CH2:15][CH2:16][CH2:17][CH3:18])[CH3:12], predict the reaction product. The product is: [F:1][C:2]1[CH:9]=[CH:8][CH:7]=[CH:6][C:3]=1/[CH:4]=[C:13](\[CH2:14][CH2:15][CH2:16][CH2:17][CH3:18])/[C:11](=[O:10])[CH3:12].